This data is from hERG potassium channel inhibition data for cardiac toxicity prediction from Karim et al.. The task is: Regression/Classification. Given a drug SMILES string, predict its toxicity properties. Task type varies by dataset: regression for continuous values (e.g., LD50, hERG inhibition percentage) or binary classification for toxic/non-toxic outcomes (e.g., AMES mutagenicity, cardiotoxicity, hepatotoxicity). Dataset: herg_karim. (1) The compound is N#Cc1ccc(C(=O)N2CCC3(CC2)N=C(N)c2c(F)ccc(F)c2N3)cn1. The result is 1 (blocker). (2) The molecule is NC(=O)c1c(NC(=O)Nc2ccc(Cl)cc2)sc2c1CC[N+]1(CCOCC1)C2.[I-]. The result is 0 (non-blocker). (3) The result is 0 (non-blocker). The molecule is C[C@H]1Cn2c(nnc2-c2cnccn2)C(=O)N1Cc1cccc(C(F)(F)F)c1Cl. (4) The compound is CN(C(=O)N1CC(c2cc(F)ccc2F)=C[C@H]1c1cccc(O)c1)C1CCNCC1. The result is 1 (blocker).